Dataset: Reaction yield outcomes from USPTO patents with 853,638 reactions. Task: Predict the reaction yield, written as a fraction of the theoretical maximum amount of product (1.0 means a 100% yield; for example, 0.34 means a 34% yield). (1) The reactants are [Br:1][C:2]1[CH:7]=[CH:6][C:5]([C:8]2[C:9](=[O:14])[NH:10][C:11](=[O:13])[CH:12]=2)=[CH:4][CH:3]=1.[CH2:15]([O:17][C:18](=[O:22])[CH:19]=[N+]=[N-])[CH3:16]. The catalyst is C1(C)C=CC=CC=1. The product is [Br:1][C:2]1[CH:3]=[CH:4][C:5]([C:8]23[CH:19]([C:18]([O:17][CH2:15][CH3:16])=[O:22])[CH:12]2[C:11](=[O:13])[NH:10][C:9]3=[O:14])=[CH:6][CH:7]=1. The yield is 0.570. (2) The reactants are [CH:1]1[CH:6]=[CH:5][C:4]([C:7]2[C:12]([N:13]=[C:14]=[O:15])=[CH:11][CH:10]=[CH:9][CH:8]=2)=[CH:3][CH:2]=1.Cl.[N:17]12[CH2:24][CH2:23][CH:20]([CH2:21][CH2:22]1)[C@@H:19](O)[CH2:18]2.CN(C)C=[O:29]. The catalyst is C(OCC)(=O)C. The product is [N:17]12[CH2:18][CH:19]([CH2:21][CH2:22]1)[C@H:20]([O:15][C:14](=[O:29])[NH:13][C:12]1[CH:11]=[CH:10][CH:9]=[CH:8][C:7]=1[C:4]1[CH:3]=[CH:2][CH:1]=[CH:6][CH:5]=1)[CH2:23][CH2:24]2. The yield is 0.990. (3) The reactants are [C:1]1([O:11][CH2:12][C:13]([N:15]2[C@H:19]([C:20]([O:22]C)=[O:21])[CH2:18][S:17][CH:16]2[C:24]2[CH:29]=[CH:28][CH:27]=[CH:26][CH:25]=2)=[O:14])[C:10]2[C:5](=[CH:6][CH:7]=[CH:8][CH:9]=2)[CH:4]=[CH:3][CH:2]=1.O.[Li+].[OH-]. The catalyst is O1CCOCC1. The product is [C:1]1([O:11][CH2:12][C:13]([N:15]2[C@H:19]([C:20]([OH:22])=[O:21])[CH2:18][S:17][CH:16]2[C:24]2[CH:29]=[CH:28][CH:27]=[CH:26][CH:25]=2)=[O:14])[C:10]2[C:5](=[CH:6][CH:7]=[CH:8][CH:9]=2)[CH:4]=[CH:3][CH:2]=1. The yield is 1.00. (4) The reactants are [F:1][C:2]([F:33])([F:32])[C:3]([C@H:16]1[CH2:21][CH2:20][C@H:19]([NH:22][S:23]([C:26]2[CH:31]=[CH:30][CH:29]=[CH:28][CH:27]=2)(=[O:25])=[O:24])[CH2:18][CH2:17]1)([O:8][Si](CC)(CC)CC)[C:4]([F:7])([F:6])[F:5].[Li][CH2:35][CH2:36][CH2:37][CH3:38].BrCC1CC1.CCCC[N+](CCCC)(CCCC)CCCC.[F-]. The catalyst is C1COCC1.CCCCCC. The product is [CH:37]1([CH2:38][N:22]([C@H:19]2[CH2:20][CH2:21][C@H:16]([C:3]([OH:8])([C:2]([F:33])([F:1])[F:32])[C:4]([F:7])([F:6])[F:5])[CH2:17][CH2:18]2)[S:23]([C:26]2[CH:31]=[CH:30][CH:29]=[CH:28][CH:27]=2)(=[O:24])=[O:25])[CH2:35][CH2:36]1. The yield is 0.490. (5) The product is [F:4][C:5]1[N:10]=[CH:9][C:8]([CH:11]([OH:12])[CH3:1])=[CH:7][CH:6]=1. The yield is 0.680. The catalyst is C1COCC1.C(Cl)(Cl)Cl.C(O)(C)C. The reactants are [CH3:1][Mg]Br.[F:4][C:5]1[N:10]=[CH:9][C:8]([CH:11]=[O:12])=[CH:7][CH:6]=1.Cl.[OH-].[NH4+]. (6) The reactants are [I:1]I.[CH3:3][C:4]1[CH:12]=[CH:11][C:7]([C:8]([OH:10])=[O:9])=[CH:6][C:5]=1[N+:13]([O-:15])=[O:14]. The catalyst is S(=O)(=O)(O)O. The product is [I:1][C:12]1[CH:11]=[C:7]([CH:6]=[C:5]([N+:13]([O-:15])=[O:14])[C:4]=1[CH3:3])[C:8]([OH:10])=[O:9]. The yield is 0.950. (7) The reactants are [CH3:1][C:2]([CH3:12])([CH:4]([OH:11])[CH2:5][CH2:6][CH2:7][CH2:8][CH2:9][CH3:10])[CH3:3].CCOCC.[Cr](Cl)([O-])(=O)=O.[NH+]1C=CC=CC=1. The catalyst is C(Cl)Cl. The product is [CH3:12][C:2]([CH3:3])([C:4](=[O:11])[CH2:5][CH2:6][CH2:7][CH2:8][CH2:9][CH3:10])[CH3:1]. The yield is 0.670. (8) The reactants are C(OC([N:8]1[CH2:39][CH2:38][C:11]2([CH2:15][N:14]([C:16](=[O:37])[C:17]3[CH:22]=[CH:21][C:20]([C:23]4[O:24][C:25]5[C:31]([CH:32]([CH3:34])[CH3:33])=[CH:30][C:29]([C:35]#[N:36])=[CH:28][C:26]=5[N:27]=4)=[CH:19][CH:18]=3)[CH2:13][CH2:12]2)[CH2:10][CH2:9]1)=O)(C)(C)C.FC(F)(F)C(O)=O. The catalyst is ClCCl. The product is [CH2:15]1[C:11]2([CH2:38][CH2:39][NH:8][CH2:9][CH2:10]2)[CH2:12][CH2:13][N:14]1[C:16]([C:17]1[CH:18]=[CH:19][C:20]([C:23]2[O:24][C:25]3[C:31]([CH:32]([CH3:34])[CH3:33])=[CH:30][C:29]([C:35]#[N:36])=[CH:28][C:26]=3[N:27]=2)=[CH:21][CH:22]=1)=[O:37]. The yield is 1.00. (9) The reactants are COC(=O)[CH:4]([C:9]1[C:14]([N+:15]([O-:17])=[O:16])=[CH:13][CH:12]=[CH:11][N:10]=1)C(OC)=O. The catalyst is Cl. The product is [CH3:4][C:9]1[C:14]([N+:15]([O-:17])=[O:16])=[CH:13][CH:12]=[CH:11][N:10]=1. The yield is 0.920.